From a dataset of Reaction yield outcomes from USPTO patents with 853,638 reactions. Predict the reaction yield, written as a fraction of the theoretical maximum amount of product (1.0 means a 100% yield; for example, 0.34 means a 34% yield). (1) The product is [F:23][C:20]1[CH:21]=[CH:22][C:17]([C@@H:15]([NH2:11])[CH3:16])=[N:18][CH:19]=1. The catalyst is C(Cl)(Cl)Cl. The reactants are C([C@@H]1CC[C@@H](C)C[C@H]1[N:11]([C@H:15]([C:17]1[CH:22]=[CH:21][C:20]([F:23])=[CH:19][N:18]=1)[CH3:16])C(=O)[O-])(C)C.[Si](I)(C)(C)C. The yield is 0.790. (2) The reactants are [CH3:1][CH:2]([CH3:9])[CH2:3][CH2:4][NH:5][C:6]([NH2:8])=[S:7].Br[CH2:11][C:12]([C:14]1[CH:19]=[CH:18][C:17]([C:20]([F:23])([F:22])[F:21])=[CH:16][CH:15]=1)=O.C([O-])(=O)C.[Na+].O. The catalyst is C(O)C. The product is [CH3:1][CH:2]([CH3:9])[CH2:3][CH2:4][NH:5][C:6]1[S:7][CH:11]=[C:12]([C:14]2[CH:19]=[CH:18][C:17]([C:20]([F:21])([F:22])[F:23])=[CH:16][CH:15]=2)[N:8]=1. The yield is 0.740. (3) The reactants are [Cl:1][C:2]1[N:10]=[C:9](O)[CH:8]=[CH:7][C:3]=1[C:4]([OH:6])=O.[C:12](=[O:15])([O-])[O-].[Cs+].[Cs+].FC(F)(F)S(O[CH2:24][C:25]([F:28])([F:27])[F:26])(=O)=O.[OH2:31]. The catalyst is CC(N(C)C)=O. The product is [Cl:1][C:2]1[N:10]=[C:9]([O:15][CH2:12][C:25]([F:28])([F:27])[F:26])[CH:8]=[CH:7][C:3]=1[C:4]([O:6][CH2:24][C:25]([F:28])([F:27])[F:26])=[O:31]. The yield is 0.630. (4) The reactants are [CH3:1][N:2]1[C:6](=[O:7])[CH:5]=[C:4](Br)[C:3]1=[O:9].O.O.O.C([O-])(=O)C.[Na+].[CH2:18]([SH:24])[CH2:19][CH2:20][CH2:21][CH2:22][CH3:23]. The catalyst is CO. The product is [CH3:1][N:2]1[C:6](=[O:7])[CH:5]=[C:4]([S:24][CH2:18][CH2:19][CH2:20][CH2:21][CH2:22][CH3:23])[C:3]1=[O:9]. The yield is 0.830. (5) The reactants are Br[C:2]1[CH:23]=[CH:22][C:5]([C:6]([NH:8][S:9]([C:12]2[CH:17]=[CH:16][CH:15]=[CH:14][C:13]=2[S:18](=[O:21])(=[O:20])[NH2:19])(=[O:11])=[O:10])=[O:7])=[CH:4][N:3]=1.[O:24]1[C:28]2[CH:29]=[CH:30][CH:31]=[CH:32][C:27]=2[CH:26]=[C:25]1B(O)O. No catalyst specified. The product is [O:24]1[C:28]2[CH:29]=[CH:30][CH:31]=[CH:32][C:27]=2[CH:26]=[C:25]1[C:2]1[CH:23]=[CH:22][C:5]([C:6]([NH:8][S:9]([C:12]2[CH:17]=[CH:16][CH:15]=[CH:14][C:13]=2[S:18](=[O:21])(=[O:20])[NH2:19])(=[O:11])=[O:10])=[O:7])=[CH:4][N:3]=1. The yield is 0.250. (6) The reactants are [F:1][C:2]1[CH:7]=[C:6]([OH:8])[CH:5]=[CH:4][C:3]=1[C:9](=[O:11])[CH3:10].[Br:12]Br. The catalyst is O1CCOCC1. The product is [Br:12][CH2:10][C:9]([C:3]1[CH:4]=[CH:5][C:6]([OH:8])=[CH:7][C:2]=1[F:1])=[O:11]. The yield is 0.620. (7) The reactants are [Cl:1][C:2]1[CH:3]=[CH:4][C:5]([C:18]2[N:22]([CH2:23][CH:24]3[CH2:29][CH2:28][CH2:27][CH2:26][CH2:25]3)[C:21]3[CH:30]=[CH:31][CH:32]=[CH:33][C:20]=3[N:19]=2)=[C:6]([C:8]#[C:9][C:10]2[CH:17]=[CH:16][C:13]([C:14]#[N:15])=[CH:12][CH:11]=2)[CH:7]=1. The catalyst is CO.[Pd]. The product is [Cl:1][C:2]1[CH:3]=[CH:4][C:5]([C:18]2[N:22]([CH2:23][CH:24]3[CH2:29][CH2:28][CH2:27][CH2:26][CH2:25]3)[C:21]3[CH:30]=[CH:31][CH:32]=[CH:33][C:20]=3[N:19]=2)=[C:6]([CH2:8][CH2:9][C:10]2[CH:11]=[CH:12][C:13]([C:14]#[N:15])=[CH:16][CH:17]=2)[CH:7]=1. The yield is 0.230. (8) The reactants are [NH2:1][CH:2]([C:7]1[CH:12]=[CH:11][CH:10]=[C:9]([O:13][CH:14]([CH3:16])[CH3:15])[CH:8]=1)[CH2:3][C:4]([OH:6])=O.[C:17](O)([C:19]([F:22])([F:21])[F:20])=[O:18].C(OC(C(F)(F)F)=O)(C(F)(F)F)=O.CCOC(C)=O. The catalyst is O. The product is [F:20][C:19]([F:22])([F:21])[C:17]([NH:1][CH:2]1[C:7]2[C:12](=[CH:11][CH:10]=[C:9]([O:13][CH:14]([CH3:16])[CH3:15])[CH:8]=2)[C:4](=[O:6])[CH2:3]1)=[O:18]. The yield is 0.230. (9) The reactants are [Br:1][C:2]1[CH:7]=[C:6]([CH3:8])[C:5]([C:9]2[C:10](=[O:16])[CH2:11][CH2:12][C:13]=2[O:14][CH3:15])=[C:4]([CH2:17][CH3:18])[CH:3]=1.C([N-]C(C)C)(C)C.[Li+].[N+:27]([CH:30]=[CH2:31])([O-:29])=[O:28]. The catalyst is O1CCCC1. The product is [Br:1][C:2]1[CH:7]=[C:6]([CH3:8])[C:5]([C:9]2[C:10](=[O:16])[CH:11]([CH2:31][CH2:30][N+:27]([O-:29])=[O:28])[CH2:12][C:13]=2[O:14][CH3:15])=[C:4]([CH2:17][CH3:18])[CH:3]=1. The yield is 0.570.